This data is from Catalyst prediction with 721,799 reactions and 888 catalyst types from USPTO. The task is: Predict which catalyst facilitates the given reaction. (1) Reactant: Br[C:2]1[CH:7]=[CH:6][C:5]([Cl:8])=[CH:4][CH:3]=1.C([Li])CCC.CCCCCC.[F:20][C:21]([F:31])([F:30])[C:22]1[CH:29]=[CH:28][C:25]([CH:26]=[O:27])=[CH:24][CH:23]=1.[Cl-].[NH4+]. Product: [Cl:8][C:5]1[CH:6]=[CH:7][C:2]([CH:26]([C:25]2[CH:24]=[CH:23][C:22]([C:21]([F:20])([F:30])[F:31])=[CH:29][CH:28]=2)[OH:27])=[CH:3][CH:4]=1. The catalyst class is: 1. (2) Reactant: [Cl:1][C:2]1[C:3]([NH:11][C:12]2[CH:17]=[CH:16][C:15]([Cl:18])=[CH:14][CH:13]=2)=[N:4][CH:5]=[C:6]([CH:10]=1)[C:7]([NH2:9])=[NH:8].Cl[CH2:20][C:21](=O)[C:22]([CH3:25])([CH3:24])[CH3:23]. Product: [C:22]([C:21]1[NH:9][C:7]([C:6]2[CH:10]=[C:2]([Cl:1])[C:3]([NH:11][C:12]3[CH:17]=[CH:16][C:15]([Cl:18])=[CH:14][CH:13]=3)=[N:4][CH:5]=2)=[N:8][CH:20]=1)([CH3:25])([CH3:24])[CH3:23]. The catalyst class is: 20. (3) Reactant: [CH:1]1([C:6]2[C:10]3[N:11]=[C:12]([CH2:16][NH:17]C(=O)C)[NH:13][C:14](=[O:15])[C:9]=3[NH:8][N:7]=2)[CH2:5][CH2:4][CH2:3][CH2:2]1. Product: [NH2:17][CH2:16][C:12]1[NH:13][C:14](=[O:15])[C:9]2[NH:8][N:7]=[C:6]([CH:1]3[CH2:5][CH2:4][CH2:3][CH2:2]3)[C:10]=2[N:11]=1. The catalyst class is: 209. (4) Reactant: [OH:1][CH2:2][C:3]1[CH:8]=[CH:7][C:6]([OH:9])=[CH:5][CH:4]=1.[C:10](OC(=O)C)(=[O:12])[CH3:11].B(F)(F)F.CCOCC.C(=O)(O)[O-].[Na+]. Product: [OH:9][C:6]1[CH:7]=[CH:8][C:3]([CH2:2][O:1][C:10](=[O:12])[CH3:11])=[CH:4][CH:5]=1. The catalyst class is: 7. (5) Reactant: [Cl:1][C:2]1[CH:10]=[CH:9][CH:8]=[C:7]2[C:3]=1[C:4]([C:16]([OH:18])=O)=[CH:5][N:6]2[CH2:11][CH2:12][CH:13]([F:15])[F:14].Cl.[F:20][C:21]1([F:29])[CH2:26][CH2:25][CH:24]([CH2:27][NH2:28])[CH2:23][CH2:22]1.CCN(CC)CC.C(Cl)CCl.N1(O)C2C=CC=CC=2N=N1. Product: [F:20][C:21]1([F:29])[CH2:26][CH2:25][CH:24]([CH2:27][NH:28][C:16]([C:4]2[C:3]3[C:7](=[CH:8][CH:9]=[CH:10][C:2]=3[Cl:1])[N:6]([CH2:11][CH2:12][CH:13]([F:14])[F:15])[CH:5]=2)=[O:18])[CH2:23][CH2:22]1. The catalyst class is: 56.